This data is from hERG Central: cardiac toxicity at 1µM, 10µM, and general inhibition. The task is: Predict hERG channel inhibition at various concentrations. (1) Results: hERG_inhib (hERG inhibition (general)): blocker. The compound is COc1ccc(CCNC(=O)c2c(C)nc3ccccn23)cc1OC. (2) Results: hERG_inhib (hERG inhibition (general)): blocker. The compound is COc1ccccc1NC(=O)CN1CCN(CC(=O)Nc2ccc3c(c2)OCO3)CC1. (3) The compound is CCOC(=O)C1CN(S(=O)(=O)c2ccc(OC)cc2)c2cc(S(=O)(=O)CC)ccc2O1. Results: hERG_inhib (hERG inhibition (general)): blocker. (4) The compound is FC(F)Oc1ccc(NC(=S)NCc2nc3ccccc3[nH]2)cc1. Results: hERG_inhib (hERG inhibition (general)): blocker. (5) The molecule is COc1ccc([C@H]2CC(=O)C=C(c3ccnc4ccc(Cl)cc34)C2)cc1. Results: hERG_inhib (hERG inhibition (general)): blocker. (6) The molecule is CCCn1c(=NC(=O)c2cccnc2)c(C(=O)OCC)cc2c(=O)n3ccccc3nc21. Results: hERG_inhib (hERG inhibition (general)): blocker. (7) The drug is O=C(c1cc(F)c(F)cc1Cl)N1CCN(c2ccc([N+](=O)[O-])c3ncccc23)CC1. Results: hERG_inhib (hERG inhibition (general)): blocker.